Task: Predict the product of the given reaction.. Dataset: Forward reaction prediction with 1.9M reactions from USPTO patents (1976-2016) (1) Given the reactants [CH2:1]([O:8][NH:9][C@H:10]1[CH2:15][N:14]([C:16]([O:18][C:19]([CH3:22])([CH3:21])[CH3:20])=[O:17])[C@H:13]([C:23]([OH:25])=O)[CH2:12][CH2:11]1)[C:2]1[CH:7]=[CH:6][CH:5]=[CH:4][CH:3]=1.[S:26]1[CH2:30][CH2:29][NH:28][C:27]1=[S:31].Cl.C(N=C=NCCCN(C)C)C, predict the reaction product. The product is: [CH2:1]([O:8][NH:9][C@H:10]1[CH2:15][N:14]([C:16]([O:18][C:19]([CH3:20])([CH3:22])[CH3:21])=[O:17])[C@H:13]([C:23]([N:28]2[CH2:29][CH2:30][S:26][C:27]2=[S:31])=[O:25])[CH2:12][CH2:11]1)[C:2]1[CH:7]=[CH:6][CH:5]=[CH:4][CH:3]=1. (2) Given the reactants [B:10]1([B:10]2[O:14][C:13]([CH3:16])([CH3:15])[C:12]([CH3:18])([CH3:17])[O:11]2)[O:14][C:13]([CH3:16])([CH3:15])[C:12]([CH3:18])([CH3:17])[O:11]1.Br[C:20]1[CH:25]=[CH:24][C:23]([C:26]2[S:27][CH:28]=[CH:29][C:30]=2[NH:31][S:32]([CH:35]([CH3:37])[CH3:36])(=[O:34])=[O:33])=[CH:22][CH:21]=1.C([O-])(=O)C.[K+].[Na+].[Cl-], predict the reaction product. The product is: [CH3:16][C:13]1([CH3:15])[C:12]([CH3:17])([CH3:18])[O:11][B:10]([C:20]2[CH:21]=[CH:22][C:23]([C:26]3[S:27][CH:28]=[CH:29][C:30]=3[NH:31][S:32]([CH:35]([CH3:37])[CH3:36])(=[O:33])=[O:34])=[CH:24][CH:25]=2)[O:14]1. (3) Given the reactants [CH3:1][O:2][C:3]([C:5]1[N:6]([CH2:23][C:24]2[CH:29]=[CH:28][C:27]([CH2:30][S:31][C:32]3[CH:37]=[CH:36][C:35]([C:38]([O:40][CH3:41])=[O:39])=[CH:34][CH:33]=3)=[CH:26][CH:25]=2)[C:7](=[O:22])[C:8]2[C:13]([C:14]=1[C:15]1[CH:20]=[CH:19][CH:18]=[CH:17][CH:16]=1)=[CH:12][C:11]([Br:21])=[CH:10][CH:9]=2)=[O:4].ClC1C=CC=C(C(OO)=[O:50])C=1, predict the reaction product. The product is: [CH3:1][O:2][C:3]([C:5]1[N:6]([CH2:23][C:24]2[CH:29]=[CH:28][C:27]([CH2:30][S:31]([C:32]3[CH:33]=[CH:34][C:35]([C:38]([O:40][CH3:41])=[O:39])=[CH:36][CH:37]=3)=[O:50])=[CH:26][CH:25]=2)[C:7](=[O:22])[C:8]2[C:13]([C:14]=1[C:15]1[CH:16]=[CH:17][CH:18]=[CH:19][CH:20]=1)=[CH:12][C:11]([Br:21])=[CH:10][CH:9]=2)=[O:4]. (4) The product is: [CH3:46][N:47]([CH3:51])[CH2:48][CH2:49][NH:50][C:39](=[O:41])[C:38]([NH:37][C:33]1[CH:34]=[CH:35][CH:36]=[C:31]([C:22]2[C:21]3[CH2:43][C:17]([CH3:16])([CH3:45])[CH2:18][C:19](=[O:44])[C:20]=3[S:24][C:23]=2[N:25]2[CH2:26][CH2:27][O:28][CH2:29][CH2:30]2)[CH:32]=1)=[O:42]. Given the reactants ClC(OCC(C)C)=O.C(N(CC)CC)C.[CH3:16][C:17]1([CH3:45])[CH2:43][C:21]2[C:22]([C:31]3[CH:32]=[C:33]([NH:37][C:38](=[O:42])[C:39]([OH:41])=O)[CH:34]=[CH:35][CH:36]=3)=[C:23]([N:25]3[CH2:30][CH2:29][O:28][CH2:27][CH2:26]3)[S:24][C:20]=2[C:19](=[O:44])[CH2:18]1.[CH3:46][N:47]([CH3:51])[CH2:48][CH2:49][NH2:50], predict the reaction product. (5) Given the reactants [C:1]([CH2:4][C:5]1[CH:13]=[CH:12][C:11]([CH3:14])=[CH:10][C:6]=1[C:7]([OH:9])=[O:8])([OH:3])=O.C(Cl)(=O)C.Cl.Cl.[N:21]1[CH:26]=[CH:25][CH:24]=[N:23][C:22]=1[C:27]1[CH:28]=[C:29]2[C:33](=[CH:34][CH:35]=1)[C@@H:32]([N:36]1[CH2:39][C:38]3([CH2:44][CH2:43][NH:42][CH2:41][CH2:40]3)[CH2:37]1)[CH2:31][CH2:30]2.C(N(CC)CC)C, predict the reaction product. The product is: [CH3:14][C:11]1[CH:12]=[CH:13][C:5]([CH2:4][C:1](=[O:3])[N:42]2[CH2:43][CH2:44][C:38]3([CH2:37][N:36]([CH:32]4[C:33]5[C:29](=[CH:28][C:27]([C:22]6[N:21]=[CH:26][CH:25]=[CH:24][N:23]=6)=[CH:35][CH:34]=5)[CH2:30][CH2:31]4)[CH2:39]3)[CH2:40][CH2:41]2)=[C:6]([CH:10]=1)[C:7]([OH:9])=[O:8]. (6) Given the reactants [CH:1]1([CH2:4][OH:5])[CH2:3][CH2:2]1.[H-].[Na+].Cl[C:9]1[N:14]=[CH:13][C:12]2[N:15]=[C:16]([C:26]3[CH:27]=[C:28]([CH3:34])[C:29](=[O:33])[N:30]([CH3:32])[CH:31]=3)[N:17]([CH:18]([C:20]3[CH:25]=[CH:24][CH:23]=[CH:22][N:21]=3)[CH3:19])[C:11]=2[CH:10]=1.C1C=CC(P(C2C(C3C(P(C4C=CC=CC=4)C4C=CC=CC=4)=CC=C4C=3C=CC=C4)=C3C(C=CC=C3)=CC=2)C2C=CC=CC=2)=CC=1, predict the reaction product. The product is: [CH:1]1([CH2:4][O:5][C:9]2[N:14]=[CH:13][C:12]3[N:15]=[C:16]([C:26]4[CH:27]=[C:28]([CH3:34])[C:29](=[O:33])[N:30]([CH3:32])[CH:31]=4)[N:17]([CH:18]([C:20]4[CH:25]=[CH:24][CH:23]=[CH:22][N:21]=4)[CH3:19])[C:11]=3[CH:10]=2)[CH2:3][CH2:2]1. (7) Given the reactants [CH3:1][N:2]([CH3:17])[C:3]1([C:11]2[CH:16]=[CH:15][CH:14]=[CH:13][CH:12]=2)[CH2:8][CH2:7][CH:6]([CH:9]=[O:10])[CH2:5][CH2:4]1.[C:18](O[K])(C)(C)C.CI, predict the reaction product. The product is: [CH3:1][N:2]([CH3:17])[C:3]1([C:11]2[CH:16]=[CH:15][CH:14]=[CH:13][CH:12]=2)[CH2:8][CH2:7][C:6]([CH3:18])([CH:9]=[O:10])[CH2:5][CH2:4]1. (8) Given the reactants [N:1]1[CH:6]=[CH:5][CH:4]=[C:3](B(O)O)[CH:2]=1.FC(F)(F)S(O[C:16]1[C@@:20]2([CH3:38])[CH2:21][CH2:22][C@H:23]3[C@H:32]([C@@H:19]2[CH2:18][CH:17]=1)[CH2:31][CH:30]=[C:29]1[C@:24]3([CH3:37])[CH2:25][CH2:26][C:27](=[O:36])[N:28]1[CH:33]1[CH2:35][CH2:34]1)(=O)=O, predict the reaction product. The product is: [CH:33]1([N:28]2[C:29]3[C@@:24]([CH3:37])([C@H:23]4[CH2:22][CH2:21][C@@:20]5([CH3:38])[C@@H:19]([CH2:18][CH:17]=[C:16]5[C:3]5[CH:2]=[N:1][CH:6]=[CH:5][CH:4]=5)[C@@H:32]4[CH2:31][CH:30]=3)[CH2:25][CH2:26][C:27]2=[O:36])[CH2:35][CH2:34]1.